From a dataset of Full USPTO retrosynthesis dataset with 1.9M reactions from patents (1976-2016). Predict the reactants needed to synthesize the given product. Given the product [C:1]([O:5][C:6]([N:8]1[CH2:13][CH2:12][CH:11]([O:14][C:15]2[CH:20]=[CH:19][C:18]([C:21]3[S:25][C:24]4=[N:26][CH:27]=[C:28]([C:37]5[CH:36]=[N:35][C:34]([O:33][CH3:32])=[CH:39][CH:38]=5)[N:23]4[N:22]=3)=[CH:17][C:16]=2[O:30][CH3:31])[CH2:10][CH2:9]1)=[O:7])([CH3:4])([CH3:3])[CH3:2], predict the reactants needed to synthesize it. The reactants are: [C:1]([O:5][C:6]([N:8]1[CH2:13][CH2:12][CH:11]([O:14][C:15]2[CH:20]=[CH:19][C:18]([C:21]3[S:25][C:24]4=[N:26][CH:27]=[C:28](I)[N:23]4[N:22]=3)=[CH:17][C:16]=2[O:30][CH3:31])[CH2:10][CH2:9]1)=[O:7])([CH3:4])([CH3:3])[CH3:2].[CH3:32][O:33][C:34]1[CH:39]=[CH:38][C:37](B(O)O)=[CH:36][N:35]=1.CCN(CC)CC.